From a dataset of Forward reaction prediction with 1.9M reactions from USPTO patents (1976-2016). Predict the product of the given reaction. (1) Given the reactants [CH2:1]([N:8]1[CH2:13][CH2:12][N:11]([C:14]([C:16]2([C:23]3[CH:28]=[CH:27][CH:26]=[CH:25][CH:24]=3)[CH2:21][CH2:20][N:19]([CH3:22])[CH2:18][CH2:17]2)=O)[CH2:10][CH2:9]1)[C:2]1[CH:7]=[CH:6][CH:5]=[CH:4][CH:3]=1.[H-].[H-].[H-].[H-].[Li+].[Al+3], predict the reaction product. The product is: [CH2:1]([N:8]1[CH2:9][CH2:10][N:11]([CH2:14][C:16]2([C:23]3[CH:28]=[CH:27][CH:26]=[CH:25][CH:24]=3)[CH2:17][CH2:18][N:19]([CH3:22])[CH2:20][CH2:21]2)[CH2:12][CH2:13]1)[C:2]1[CH:3]=[CH:4][CH:5]=[CH:6][CH:7]=1. (2) Given the reactants [NH2:1][N:2]1[N:11]=[C:10]([C:12]2[CH:17]=[CH:16][C:15]([Cl:18])=[CH:14][CH:13]=2)[C:9]2[C:4](=[CH:5][CH:6]=[CH:7][CH:8]=2)[C:3]1=[O:19].[F:20][C:21]([F:28])([F:27])[CH2:22][CH2:23][C:24](O)=[O:25], predict the reaction product. The product is: [Cl:18][C:15]1[CH:16]=[CH:17][C:12]([C:10]2[C:9]3[C:4](=[CH:5][CH:6]=[CH:7][CH:8]=3)[C:3](=[O:19])[N:2]([NH:1][C:24](=[O:25])[CH2:23][CH2:22][C:21]([F:28])([F:27])[F:20])[N:11]=2)=[CH:13][CH:14]=1. (3) Given the reactants C(OC([N:8]1[CH2:14][C@H:13]2[C@@H:9]1[CH2:10][N:11]([C:15]1[N:16]=[N:17][C:18]([C:21]3[CH:26]=[CH:25][CH:24]=[CH:23][CH:22]=3)=[CH:19][CH:20]=1)[CH2:12]2)=O)(C)(C)C.O.[C:28]1([CH3:38])[CH:33]=[CH:32][C:31]([S:34]([OH:37])(=[O:36])=[O:35])=[CH:30][CH:29]=1, predict the reaction product. The product is: [C:28]1([CH3:38])[CH:29]=[CH:30][C:31]([S:34]([OH:37])(=[O:35])=[O:36])=[CH:32][CH:33]=1.[C:21]1([C:18]2[N:17]=[N:16][C:15]([N:11]3[CH2:10][C@H:9]4[C@H:13]([CH2:14][NH:8]4)[CH2:12]3)=[CH:20][CH:19]=2)[CH:22]=[CH:23][CH:24]=[CH:25][CH:26]=1. (4) Given the reactants Cl[C:2]1[N:7]=[C:6]2[N:8]([C:11]3C=[CH:15][CH:14]=[CH:13][C:12]=3[C:17]3C=CC(OC)=C[CH:18]=3)[N:9]=[CH:10][C:5]2=[C:4]([N:25]2[CH2:29][CH2:28][C:27]([F:31])([F:30])[CH2:26]2)[CH:3]=1.[CH:32]1([B-](F)(F)F)[CH2:34][CH2:33]1.[K+].[C:40](=[O:43])([O-])[O-].[Cs+].[Cs+].C(P(C12CC3CC(CC(C3)C1)C2)C12CC3CC(CC(C3)C1)C2)CCC, predict the reaction product. The product is: [CH:32]1([C:2]2[N:7]=[C:6]3[N:8]([CH2:11][C:12]4[CH:13]=[CH:14][C:15]([O:43][CH3:40])=[CH:18][CH:17]=4)[N:9]=[CH:10][C:5]3=[C:4]([N:25]3[CH2:29][CH2:28][C:27]([F:31])([F:30])[CH2:26]3)[CH:3]=2)[CH2:34][CH2:33]1.